From a dataset of Experimentally validated miRNA-target interactions with 360,000+ pairs, plus equal number of negative samples. Binary Classification. Given a miRNA mature sequence and a target amino acid sequence, predict their likelihood of interaction. The miRNA is hsa-miR-3609 with sequence CAAAGUGAUGAGUAAUACUGGCUG. The protein sequence of the target gene is MEPKAPCPAAVPSEERKFRVLVGVTGSVAALKLPLLVSKLLDVPGLEVTVVTTERAKHFYSPQDVPVTLYSDADEWEMWKRRSDPVLHIDLRRWADLMLVAPLDANTLGKVASGICDNLLTCVIRAWDLNKPLLFCPAMNTAMWEHPLTAQQVAQLKAFGYVEIPCVSKKLVCGDQGLGAMAEVETIVAKVQAVLSQHGSIQQS. Result: 0 (no interaction).